From a dataset of Forward reaction prediction with 1.9M reactions from USPTO patents (1976-2016). Predict the product of the given reaction. (1) Given the reactants [CH2:1]([O:3][C@@H:4]1[CH2:8][N:7]([C:9](=[O:19])[C@H:10]([CH:16]([CH3:18])[CH3:17])[NH:11][C:12]([O:14][CH3:15])=[O:13])[C@H:6]([C:20]2[NH:24][C:23]3[C:25]4[C:30]([CH:31]=[CH:32][C:22]=3[N:21]=2)=[CH:29][C:28]2[C:33]3[C:38]([CH2:39][O:40][C:27]=2[CH:26]=4)=[CH:37][C:36]([C:41]2[NH:45][C:44]([C@@H:46]4[CH2:50][CH2:49][CH2:48][N:47]4[C:51](OC(C)(C)C)=[O:52])=[N:43][CH:42]=2)=[CH:35][CH:34]=3)[CH2:5]1)[CH3:2].Cl.[CH3:59][O:60][C:61]([NH:63][C@H:64]([C:68]1[CH:73]=[CH:72][CH:71]=[CH:70][CH:69]=1)C(O)=O)=[O:62].CCN(C(C)C)C(C)C.CCOC(C(C#N)=NOC(N1CCOCC1)=[N+](C)C)=O.F[P-](F)(F)(F)(F)F, predict the reaction product. The product is: [CH2:1]([O:3][C@@H:4]1[CH2:8][N:7]([C:9](=[O:19])[C@@H:10]([NH:11][C:12]([O:14][CH3:15])=[O:13])[CH:16]([CH3:18])[CH3:17])[C@H:6]([C:20]2[NH:24][C:23]3[C:25]4[C:30]([CH:31]=[CH:32][C:22]=3[N:21]=2)=[CH:29][C:28]2[C:33]3[C:38]([CH2:39][O:40][C:27]=2[CH:26]=4)=[CH:37][C:36]([C:41]2[NH:45][C:44]([C@@H:46]4[CH2:50][CH2:49][CH2:48][N:47]4[C:51](=[O:52])[C@H:64]([NH:63][C:61](=[O:62])[O:60][CH3:59])[C:68]4[CH:73]=[CH:72][CH:71]=[CH:70][CH:69]=4)=[N:43][CH:42]=2)=[CH:35][CH:34]=3)[CH2:5]1)[CH3:2]. (2) The product is: [CH2:50]([C@H:49]1[N:48]([C:56]([O:58][C:59]([CH3:60])([CH3:61])[CH3:62])=[O:57])[CH2:47][C:44]2([CH2:45][CH2:46]2)[N:43]([C:42]([O:41][CH2:34][C:35]2[CH:36]=[CH:37][CH:38]=[CH:39][CH:40]=2)=[O:63])[CH2:54]1)[CH:51]([CH3:52])[CH3:53]. Given the reactants C1(P(C2C=CC=CC=2)C2C=CC=CC=2)C=CC=CC=1.N(C(OC(C)C)=O)=NC(OC(C)C)=O.[CH2:34]([O:41][C:42](=[O:63])[NH:43][C:44]1([CH2:47][N:48]([C:56]([O:58][C:59]([CH3:62])([CH3:61])[CH3:60])=[O:57])[C@@H:49]([CH2:54]O)[CH2:50][CH:51]([CH3:53])[CH3:52])[CH2:46][CH2:45]1)[C:35]1[CH:40]=[CH:39][CH:38]=[CH:37][CH:36]=1, predict the reaction product. (3) Given the reactants I[C:2]1[CH:3]=[CH:4][C:5]([O:10][CH2:11][CH2:12][N:13]2[CH2:17][CH2:16][CH2:15][CH2:14]2)=[C:6]([CH:9]=1)[CH:7]=[O:8].[Cl:18][C:19]1[CH:24]=[CH:23][C:22]([C:25]2[CH:26]=[CH:27][C:28]([C:31]#[CH:32])=[N:29][CH:30]=2)=[CH:21][CH:20]=1, predict the reaction product. The product is: [Cl:18][C:19]1[CH:20]=[CH:21][C:22]([C:25]2[CH:26]=[CH:27][C:28]([C:31]#[C:32][C:2]3[CH:3]=[CH:4][C:5]([O:10][CH2:11][CH2:12][N:13]4[CH2:17][CH2:16][CH2:15][CH2:14]4)=[C:6]([CH:9]=3)[CH:7]=[O:8])=[N:29][CH:30]=2)=[CH:23][CH:24]=1. (4) Given the reactants [Cl:1][C:2]1[CH:40]=[CH:39][C:5]([CH2:6][C@@H:7]([NH:28][CH:29]2[CH2:38][CH2:37][C:32]3(OCC[O:33]3)[CH2:31][CH2:30]2)[C:8]([N:10]2[CH2:15][CH2:14][C:13]([CH:22]3[CH2:27][CH2:26][CH2:25][CH2:24][CH2:23]3)([CH2:16][N:17]3[CH:21]=[N:20][CH:19]=[N:18]3)[CH2:12][CH2:11]2)=[O:9])=[CH:4][CH:3]=1.ClCCl.O.C(=O)([O-])[O-].[K+].[K+], predict the reaction product. The product is: [Cl:1][C:2]1[CH:40]=[CH:39][C:5]([CH2:6][C@@H:7]([NH:28][CH:29]2[CH2:30][CH2:31][C:32](=[O:33])[CH2:37][CH2:38]2)[C:8]([N:10]2[CH2:11][CH2:12][C:13]([CH:22]3[CH2:23][CH2:24][CH2:25][CH2:26][CH2:27]3)([CH2:16][N:17]3[CH:21]=[N:20][CH:19]=[N:18]3)[CH2:14][CH2:15]2)=[O:9])=[CH:4][CH:3]=1. (5) Given the reactants [C:1]([C:5]1[CH:23]=[C:8]2[N:9]=[C:10]([CH3:22])[C:11]([CH:14](CCC)[C:15]([O:17][CH3:18])=[O:16])=[C:12](Cl)[N:7]2[N:6]=1)([CH3:4])([CH3:3])[CH3:2].[CH3:24][O:25][C:26]1[CH:31]=[C:30]([CH3:32])[CH:29]=[CH:28][C:27]=1B(O)O.C(N(C(C)C)CC)(C)C.C(OCC)(=O)C, predict the reaction product. The product is: [C:1]([C:5]1[CH:23]=[C:8]2[N:9]=[C:10]([CH3:22])[C:11]([CH2:14][C:15]([O:17][CH3:18])=[O:16])=[C:12]([C:27]3[CH:28]=[CH:29][C:30]([CH3:32])=[CH:31][C:26]=3[O:25][CH3:24])[N:7]2[N:6]=1)([CH3:3])([CH3:4])[CH3:2].